This data is from Full USPTO retrosynthesis dataset with 1.9M reactions from patents (1976-2016). The task is: Predict the reactants needed to synthesize the given product. (1) Given the product [Cl:24][C:12]1[CH:13]=[C:14]2[C:9](=[CH:10][CH:11]=1)[N:8]=[C:7]([N:25]([CH3:26])[CH3:27])[C:6]([C:4]([OH:5])=[O:3])=[C:15]2[CH2:16][C:17]1[CH:22]=[CH:21][CH:20]=[CH:19][C:18]=1[Cl:23], predict the reactants needed to synthesize it. The reactants are: C([O:3][C:4]([C:6]1[C:7]([N:25]([CH3:27])[CH3:26])=[N:8][C:9]2[C:14]([C:15]=1[CH2:16][C:17]1[CH:22]=[CH:21][CH:20]=[CH:19][C:18]=1[Cl:23])=[CH:13][C:12]([Cl:24])=[CH:11][CH:10]=2)=[O:5])C.[OH-].[Na+]. (2) Given the product [NH2:7][C:8]1([CH2:13][NH:14][CH:15]2[CH:22]3[CH2:21][C:20]4([OH:25])[CH2:19][C:18]([OH:26])([CH2:17][CH:16]2[CH2:24]4)[CH2:23]3)[CH2:12][CH2:11][CH2:10][CH2:9]1, predict the reactants needed to synthesize it. The reactants are: C(OC(=O)[NH:7][C:8]1([CH2:13][NH:14][CH:15]2[CH:22]3[CH2:23][C:18]4([OH:26])[CH2:19][C:20]([OH:25])([CH2:24][CH:16]2[CH2:17]4)[CH2:21]3)[CH2:12][CH2:11][CH2:10][CH2:9]1)(C)(C)C.Cl. (3) Given the product [CH2:1]([C:3]1[CH:20]=[C:6]2[C:7]([C:13]3([CH2:18][CH3:19])[O:14][CH2:15][CH2:16][O:17]3)=[CH:8][CH:9]=[C:10]([CH:11]([OH:12])[CH3:21])[N:5]2[N:4]=1)[CH3:2], predict the reactants needed to synthesize it. The reactants are: [CH2:1]([C:3]1[CH:20]=[C:6]2[C:7]([C:13]3([CH2:18][CH3:19])[O:17][CH2:16][CH2:15][O:14]3)=[CH:8][CH:9]=[C:10]([CH:11]=[O:12])[N:5]2[N:4]=1)[CH3:2].[CH3:21][Mg]Br.C1COCC1.[Cl-].[NH4+]. (4) Given the product [Br:18][C:4]1[CH:5]=[C:6]([CH:9]=[CH:10][C:3]=1[N:2]([CH3:11])[CH3:1])[C:7]#[N:8], predict the reactants needed to synthesize it. The reactants are: [CH3:1][N:2]([CH3:11])[C:3]1[CH:10]=[CH:9][C:6]([C:7]#[N:8])=[CH:5][CH:4]=1.N1C=CC=CC=1.[Br:18]Br. (5) Given the product [CH3:1][C:2]1[CH:3]=[C:4]([C:8]([C:10]2[CH:15]=[CH:14][C:13]([CH3:16])=[CH:12][N:11]=2)=[O:9])[O:5][C:6]=1[CH3:7], predict the reactants needed to synthesize it. The reactants are: [CH3:1][C:2]1[CH:3]=[C:4]([CH:8]([C:10]2[CH:15]=[CH:14][C:13]([CH3:16])=[CH:12][N:11]=2)[OH:9])[O:5][C:6]=1[CH3:7]. (6) Given the product [CH3:3][C:4]([CH3:25])=[CH:5][CH2:6][C:45]1[CH:46]=[C:41]([C:39](/[CH:38]=[CH:37]/[C:32]2[CH:33]=[CH:34][C:35]([OH:36])=[CH:30][CH:31]=2)=[O:40])[C:42]([OH:49])=[CH:43][C:44]=1[OH:48], predict the reactants needed to synthesize it. The reactants are: [Na+].[Cl-].[CH3:3][C:4]([CH3:25])=[CH:5][CH2:6]C1C(O)=CC(O)=CC=1C1OC2C=C(O)C=CC=2C=1.CC(C)=CC[C:30]1[CH:31]=[C:32]([C:37]2O[C:46]3[CH:45]=[C:44]([OH:48])[CH:43]=[C:42]([OH:49])[C:41]=3[C:39](=[O:40])[C:38]=2O)[CH:33]=[CH:34][C:35]=1[OH:36]. (7) Given the product [CH3:40][CH2:41][O:44][C:45]([C:23]1([C:78]([O:12][CH2:11][CH3:9])=[O:79])[NH:22][C:19](=[O:87])[CH2:20][CH:25]1[C:26]1[CH:31]=[CH:30][CH:29]=[CH:28][CH:27]=1)=[O:50], predict the reactants needed to synthesize it. The reactants are: O=C[C@@H]([C@H]([C@@H]([C@@H:9]([CH2:11][OH:12])O)O)O)O.CC1(C)S[C@@H]2[C@H:19]([NH:22][C:23]([C@H:25](N)[C:26]3[CH:27]=[CH:28][CH:29]=[CH:30][CH:31]=3)=O)[C:20](=O)N2[C@H]1C(O)=O.C1[C@H](N)[C@@H:41]([O:44][C@H:45]2[O:50][C@H](CN)[C@@H](O)[C@H](O)[C@H]2O)[C@H:40](O)[C@@H:41]([O:44][C@H:45]2[O:50][C@H](CO)[C@@H](O)[C@H](N)[C@H]2O)[C@@H:40]1N.CC(S[C@@H]1[O:79][C@H:78](CO)[C@H](O)[C@H](O)[C@H]1O)C.[Na+].[Cl-].[OH:87]CC(CO)O. (8) The reactants are: [F:1][C:2]1[CH:17]=[C:16]([F:18])[CH:15]=[CH:14][C:3]=1[O:4][C:5]1[CH:13]=[CH:12][C:8]([C:9](O)=[O:10])=[CH:7][CH:6]=1.S(Cl)([Cl:21])=O. Given the product [F:1][C:2]1[CH:17]=[C:16]([F:18])[CH:15]=[CH:14][C:3]=1[O:4][C:5]1[CH:13]=[CH:12][C:8]([C:9]([Cl:21])=[O:10])=[CH:7][CH:6]=1, predict the reactants needed to synthesize it.